From a dataset of Full USPTO retrosynthesis dataset with 1.9M reactions from patents (1976-2016). Predict the reactants needed to synthesize the given product. (1) Given the product [CH3:1][O:2][C:3](=[O:17])[C@@H:4]([O:14][CH2:15][CH3:16])[CH2:5][C:6]1[CH:11]=[CH:10][C:9]([O:12][CH2:19][C:20]2[N:21]=[C:22]([C:26]3[CH:31]=[CH:30][C:29]([F:32])=[C:28]([CH3:33])[CH:27]=3)[O:23][C:24]=2[CH3:25])=[CH:8][C:7]=1[Cl:13], predict the reactants needed to synthesize it. The reactants are: [CH3:1][O:2][C:3](=[O:17])[C@@H:4]([O:14][CH2:15][CH3:16])[CH2:5][C:6]1[CH:11]=[CH:10][C:9]([OH:12])=[CH:8][C:7]=1[Cl:13].Cl[CH2:19][C:20]1[N:21]=[C:22]([C:26]2[CH:31]=[CH:30][C:29]([F:32])=[C:28]([CH3:33])[CH:27]=2)[O:23][C:24]=1[CH3:25].C(=O)([O-])[O-].[Cs+].[Cs+].[I-].[K+]. (2) Given the product [NH2:1][C:2]1[CH:3]=[N:4][C:5]([C:8]([O:10][CH2:12][CH3:13])=[O:9])=[CH:6][CH:7]=1, predict the reactants needed to synthesize it. The reactants are: [NH2:1][C:2]1[CH:3]=[N:4][C:5]([C:8]([OH:10])=[O:9])=[CH:6][CH:7]=1.Cl.[CH2:12](O)[CH3:13].